Dataset: Experimentally validated miRNA-target interactions with 360,000+ pairs, plus equal number of negative samples. Task: Binary Classification. Given a miRNA mature sequence and a target amino acid sequence, predict their likelihood of interaction. The miRNA is hsa-miR-6830-5p with sequence CCAAGGAAGGAGGCUGGACAUC. The protein sequence of the target gene is MDTDSQRSHLSSFTMKLMDKFHSPKIKRTPSKKGKPAEVSVKIPEKPVNKEATDRFLPEGYPLPLDLEQQAVEFMSTSAVASRSQRQKNLSWLEEKEKEVVSALRYFKTIVDKMAIDKKVLEMLPGSASKVLEAILPLVQNDPRIQHSSALSSCYSRVYQSLANLIRWSDQVMLEGVNSEDKEMVTTVKGVIKAVLDGVKELVRLTIEKQGRPSPTSPVKPSSPASKPDGPAELPLTDREVEILNKTTGMSQSTELLPDATDEEVAPPKPPLPGIRVVDNSPPPALPPKKRQSAPSPTRV.... Result: 1 (interaction).